This data is from Catalyst prediction with 721,799 reactions and 888 catalyst types from USPTO. The task is: Predict which catalyst facilitates the given reaction. (1) Product: [F:1][C:2]1[CH:3]=[CH:4][C:5]([O:6][C:7]2[CH:8]=[CH:9][C:10]([NH:13][C:14]([N:16]3[CH2:20][CH2:19][C:18]4([CH2:24][CH2:23][N:22]([CH:28]5[CH2:27][C:35]6[C:30](=[CH:31][CH:32]=[CH:33][CH:34]=6)[CH2:29]5)[CH2:21]4)[CH2:17]3)=[O:15])=[CH:11][CH:12]=2)=[CH:25][CH:26]=1. Reactant: [F:1][C:2]1[CH:26]=[CH:25][C:5]([O:6][C:7]2[CH:12]=[CH:11][C:10]([NH:13][C:14]([N:16]3[CH2:20][CH2:19][C:18]4([CH2:24][CH2:23][NH:22][CH2:21]4)[CH2:17]3)=[O:15])=[CH:9][CH:8]=2)=[CH:4][CH:3]=1.[CH2:27]1[C:35]2[C:30](=[CH:31][CH:32]=[CH:33][CH:34]=2)[CH2:29][C:28]1=O.C([BH3-])#N.[Na+]. The catalyst class is: 404. (2) Reactant: [F:1][C:2]([F:7])([F:6])[C:3](O)=O.FC(F)(F)C(O)=O.[CH:15]([C@:18]1([C:24]([N:26]2[CH2:31][CH2:30][N:29]([C:32]3[CH:37]=C[CH:35]=[C:34](CC(F)(F)F)[CH:33]=3)[CH2:28][CH2:27]2)=[O:25])[CH2:22][CH2:21][C@@H:20]([NH2:23])[CH2:19]1)([CH3:17])[CH3:16].[O:43]1[CH2:48][CH2:47][C:46](=O)[CH2:45][CH2:44]1.C(N(CC)CC)C.C(O[BH-](OC(=O)C)OC(=O)C)(=O)C.[Na+]. Product: [CH:15]([C@:18]1([C:24]([N:26]2[CH2:31][CH2:30][N:29]([C:32]3[CH:33]=[CH:34][CH:35]=[C:3]([C:2]([F:7])([F:6])[F:1])[CH:37]=3)[CH2:28][CH2:27]2)=[O:25])[CH2:22][CH2:21][C@@H:20]([NH:23][CH:46]2[CH2:47][CH2:48][O:43][CH2:44][CH2:45]2)[CH2:19]1)([CH3:17])[CH3:16]. The catalyst class is: 91. (3) Reactant: [H-].[Na+].CC1CCCO1.[NH:9]1[CH2:13][CH2:12][CH2:11][C:10]1=[O:14].[CH2:15]([O:17][C:18](=[O:24])[CH2:19][C:20](=[O:23])[CH2:21]Cl)[CH3:16].C(O)(=O)C. Product: [O:23]=[C:20]([CH2:21][N:9]1[CH2:13][CH2:12][CH2:11][C:10]1=[O:14])[CH2:19][C:18]([O:17][CH2:15][CH3:16])=[O:24]. The catalyst class is: 93. (4) Reactant: [I:1][C:2]1[CH:3]=[C:4]2[C:8](=[CH:9][CH:10]=1)[NH:7][C:6](=[O:11])[C:5]2=O.[O:13]1[CH:17]=[CH:16][CH:15]=[C:14]1[CH2:18][NH:19][C:20]([NH:22][CH2:23][C:24]([NH:26][NH2:27])=[O:25])=[O:21]. Product: [O:13]1[CH:17]=[CH:16][CH:15]=[C:14]1[CH2:18][NH:19][C:20]([NH:22][CH2:23][C:24]([NH:26][N:27]=[C:5]1[C:4]2[C:8](=[CH:9][CH:10]=[C:2]([I:1])[CH:3]=2)[NH:7][C:6]1=[O:11])=[O:25])=[O:21]. The catalyst class is: 15. (5) Reactant: [CH3:1][C:2]1[N+:3]([O-])=[C:4]([C:13]2[CH:18]=[CH:17][C:16]([CH3:19])=[CH:15][CH:14]=2)[O:5][C:6]=1[C:7]1[CH:12]=[CH:11][CH:10]=[CH:9][CH:8]=1.P(Cl)(Cl)([Cl:23])=O.N. Product: [Cl:23][CH2:1][C:2]1[N:3]=[C:4]([C:13]2[CH:18]=[CH:17][C:16]([CH3:19])=[CH:15][CH:14]=2)[O:5][C:6]=1[C:7]1[CH:12]=[CH:11][CH:10]=[CH:9][CH:8]=1. The catalyst class is: 22.